Dataset: Forward reaction prediction with 1.9M reactions from USPTO patents (1976-2016). Task: Predict the product of the given reaction. (1) Given the reactants [C:1]12[CH2:8][CH2:7][C:6]1=[CH:5][CH:4]=[C:3]([N:9]([C:18]1[CH:23]=[CH:22][CH:21]=[CH:20][CH:19]=1)[C:10]1[CH:17]=[CH:16][C:15]3[CH2:14][CH2:13][C:12]=3[CH:11]=1)[CH:2]=2.O.[Br:25]N1C(=O)CCC1=O.C1(C)C=CC=CC=1, predict the reaction product. The product is: [C:1]12[CH2:8][CH2:7][C:6]1=[CH:5][CH:4]=[C:3]([N:9]([C:18]1[CH:23]=[CH:22][C:21]([Br:25])=[CH:20][CH:19]=1)[C:10]1[CH:17]=[CH:16][C:15]3[CH2:14][CH2:13][C:12]=3[CH:11]=1)[CH:2]=2. (2) Given the reactants ClC(Cl)(Cl)S(O[CH2:7][C:8]([F:11])([F:10])[F:9])(=O)=O.[F:14][C:15]1[CH:38]=[CH:37][CH:36]=[C:35]([F:39])[C:16]=1[CH2:17][O:18][C:19]1[C:20]2[N:21]([C:25]([C:29]3[NH:33][N:32]=[C:31]([NH2:34])[N:30]=3)=[C:26]([CH3:28])[N:27]=2)[CH:22]=[CH:23][CH:24]=1.C(=O)([O-])[O-].[Cs+].[Cs+], predict the reaction product. The product is: [F:39][C:35]1[CH:36]=[CH:37][CH:38]=[C:15]([F:14])[C:16]=1[CH2:17][O:18][C:19]1[C:20]2[N:21]([C:25]([C:29]3[N:30]=[C:31]([NH2:34])[N:32]([CH2:7][C:8]([F:11])([F:10])[F:9])[N:33]=3)=[C:26]([CH3:28])[N:27]=2)[CH:22]=[CH:23][CH:24]=1. (3) Given the reactants [H-].[Na+].[Cl:3][C:4]1[C:9]([C:10]2[NH:14][CH:13]=[C:12]([CH2:15][N:16]([CH3:24])[C:17](=[O:23])[O:18][C:19]([CH3:22])([CH3:21])[CH3:20])[C:11]=2[F:25])=[CH:8][CH:7]=[CH:6][N:5]=1.C1OCCOCCOCCOCCOC1.[N:41]1[CH:46]=[CH:45][CH:44]=[C:43]([S:47](Cl)(=[O:49])=[O:48])[CH:42]=1, predict the reaction product. The product is: [Cl:3][C:4]1[C:9]([C:10]2[N:14]([S:47]([C:43]3[CH:42]=[N:41][CH:46]=[CH:45][CH:44]=3)(=[O:49])=[O:48])[CH:13]=[C:12]([CH2:15][N:16]([CH3:24])[C:17](=[O:23])[O:18][C:19]([CH3:21])([CH3:22])[CH3:20])[C:11]=2[F:25])=[CH:8][CH:7]=[CH:6][N:5]=1.